From a dataset of Forward reaction prediction with 1.9M reactions from USPTO patents (1976-2016). Predict the product of the given reaction. (1) Given the reactants [NH2:1][C:2]1[CH:3]=[C:4]([NH:8]C(=O)OC(C)(C)C)[CH:5]=[CH:6][CH:7]=1.N1C=CC=CC=1.[C:22]1([S:28](Cl)(=[O:30])=[O:29])[CH:27]=[CH:26][CH:25]=[CH:24][CH:23]=1.FC(F)(F)C(O)=O, predict the reaction product. The product is: [NH2:1][C:2]1[CH:3]=[C:4]([NH:8][S:28]([C:22]2[CH:27]=[CH:26][CH:25]=[CH:24][CH:23]=2)(=[O:30])=[O:29])[CH:5]=[CH:6][CH:7]=1. (2) Given the reactants [IH:1].Cl[C:3]1[C:4]2[CH:11]=[CH:10][NH:9][C:5]=2[N:6]=[CH:7][N:8]=1, predict the reaction product. The product is: [I:1][C:3]1[C:4]2[CH:11]=[CH:10][NH:9][C:5]=2[N:6]=[CH:7][N:8]=1. (3) Given the reactants [CH3:1][N:2]1[C:6]([CH3:7])=[CH:5][C:4]([NH:8][C:9](=[O:21])[C:10]2[CH:15]=[CH:14][CH:13]=[C:12]([C:16]([F:19])([F:18])[F:17])[C:11]=2[F:20])=[N:3]1.[H-].[Na+].[CH2:24]([O:26][CH2:27][CH2:28]Br)[CH3:25].[I-].[Na+], predict the reaction product. The product is: [CH3:1][N:2]1[C:6]([CH3:7])=[CH:5][C:4](=[N:8][C:9](=[O:21])[C:10]2[CH:15]=[CH:14][CH:13]=[C:12]([C:16]([F:19])([F:17])[F:18])[C:11]=2[F:20])[N:3]1[CH2:25][CH2:24][O:26][CH2:27][CH3:28]. (4) Given the reactants [C:1]([O:5][C:6]([N:8]1[CH2:13][CH2:12][N:11]([CH2:14][C:15]2[CH:20]=[CH:19][CH:18]=[CH:17][CH:16]=2)[CH2:10][C@H:9]1[C:21]([OH:23])=O)=[O:7])([CH3:4])([CH3:3])[CH3:2].C(NC(C)C)(C)C.[C@H:31]1([NH2:41])[C:40]2[C:35](=[CH:36][CH:37]=[CH:38][CH:39]=2)[CH2:34][CH2:33][CH2:32]1.CN(C(ON1N=NC2C=CC=CC1=2)=[N+](C)C)C.F[P-](F)(F)(F)(F)F.C1C=CC2N(O)N=NC=2C=1, predict the reaction product. The product is: [C:1]([O:5][C:6]([N:8]1[CH2:13][CH2:12][N:11]([CH2:14][C:15]2[CH:20]=[CH:19][CH:18]=[CH:17][CH:16]=2)[CH2:10][C@H:9]1[C:21](=[O:23])[NH:41][C@H:31]1[C:40]2[C:35](=[CH:36][CH:37]=[CH:38][CH:39]=2)[CH2:34][CH2:33][CH2:32]1)=[O:7])([CH3:2])([CH3:3])[CH3:4]. (5) The product is: [CH3:6][C:2]([C:7]1[CH:27]=[CH:26][C:10]([CH2:11][NH:13][CH2:14][CH2:15][C:16]2[CH:21]=[CH:20][CH:19]=[C:18]([C:22]([F:24])([F:25])[F:23])[CH:17]=2)=[CH:9][CH:8]=1)([CH3:1])[CH2:3][CH2:4][CH3:5]. Given the reactants [CH3:1][C:2]([C:7]1[CH:27]=[CH:26][C:10]([C:11]([NH:13][CH2:14][CH2:15][C:16]2[CH:21]=[CH:20][CH:19]=[C:18]([C:22]([F:25])([F:24])[F:23])[CH:17]=2)=O)=[CH:9][CH:8]=1)([CH3:6])[CH2:3][CH2:4][CH3:5].Cl.[OH-].[Na+], predict the reaction product.